Dataset: Peptide-MHC class II binding affinity with 134,281 pairs from IEDB. Task: Regression. Given a peptide amino acid sequence and an MHC pseudo amino acid sequence, predict their binding affinity value. This is MHC class II binding data. (1) The peptide sequence is TSKLDAAYKLAYKTAEGATP. The MHC is DRB5_0101 with pseudo-sequence DRB5_0101. The binding affinity (normalized) is 0.728. (2) The peptide sequence is EGSSIGKLFTQTMKG. The MHC is HLA-DQA10201-DQB10402 with pseudo-sequence HLA-DQA10201-DQB10402. The binding affinity (normalized) is 0.446. (3) The peptide sequence is TARLNSLGEAWTGGG. The MHC is DRB1_0301 with pseudo-sequence DRB1_0301. The binding affinity (normalized) is 0.0772. (4) The peptide sequence is VQLIRMAEAEMVIHH. The MHC is DRB4_0103 with pseudo-sequence DRB4_0103. The binding affinity (normalized) is 0.602. (5) The peptide sequence is MILVGVIMMFLSLGV. The MHC is H-2-IAd with pseudo-sequence H-2-IAd. The binding affinity (normalized) is 0.333.